Dataset: Full USPTO retrosynthesis dataset with 1.9M reactions from patents (1976-2016). Task: Predict the reactants needed to synthesize the given product. Given the product [CH:19]1([CH2:22][NH:23][C:16]([C:14]2[S:15][C:11]([C:3]3[C:2]([CH3:1])=[C:6]([C:7]([F:8])([F:9])[F:10])[O:5][N:4]=3)=[CH:12][CH:13]=2)=[O:18])[CH2:21][CH2:20]1, predict the reactants needed to synthesize it. The reactants are: [CH3:1][C:2]1[C:3]([C:11]2[S:15][C:14]([C:16]([OH:18])=O)=[CH:13][CH:12]=2)=[N:4][O:5][C:6]=1[C:7]([F:10])([F:9])[F:8].[CH:19]1([CH2:22][NH2:23])[CH2:21][CH2:20]1.